From a dataset of Forward reaction prediction with 1.9M reactions from USPTO patents (1976-2016). Predict the product of the given reaction. Given the reactants S(O)(O)(=O)=O.[OH:6][C:7]1[CH:13]=[CH:12][C:10]([NH2:11])=[CH:9][CH:8]=1.CS(O[CH2:19][C:20]#[C:21][CH3:22])(=O)=O.C([O-])([O-])=O.[Cs+].[Cs+].O, predict the reaction product. The product is: [CH2:19]([O:6][C:7]1[CH:13]=[CH:12][C:10]([NH2:11])=[CH:9][CH:8]=1)[C:20]#[C:21][CH3:22].